From a dataset of Retrosynthesis with 50K atom-mapped reactions and 10 reaction types from USPTO. Predict the reactants needed to synthesize the given product. (1) Given the product COc1ccc(C2=NN(C3CCN(C(=O)c4ccc5ccccc5n4)CC3)C(=O)C2(C)C)cc1OC, predict the reactants needed to synthesize it. The reactants are: COc1ccc(C2=NN(C3CCNCC3)C(=O)C2(C)C)cc1OC.O=C(O)c1ccc2ccccc2n1. (2) Given the product CCCCC(=O)N1C(=O)O[C@H](c2ccccc2)[C@@H]1C, predict the reactants needed to synthesize it. The reactants are: CCCCC(=O)O.C[C@@H]1NC(=O)O[C@@H]1c1ccccc1. (3) Given the product C=COCCOc1ccc(CO)cc1, predict the reactants needed to synthesize it. The reactants are: C=COCCCl.OCc1ccc(O)cc1. (4) The reactants are: CC1NC(=O)N(C)C1=O.Cc1cc(C2CC2)cnc1N1CCN(C(=O)c2ccc(Br)cc2F)CC1. Given the product Cc1cc(C2CC2)cnc1N1CCN(C(=O)c2ccc(N3C(=O)N(C)C(=O)C3C)cc2F)CC1, predict the reactants needed to synthesize it. (5) Given the product CCN1CCC(C2CCNCC2)CC1, predict the reactants needed to synthesize it. The reactants are: CCN1CCC(C2CCN(C(=O)OCc3ccccc3)CC2)CC1. (6) Given the product Nc1cc(F)cnc1N, predict the reactants needed to synthesize it. The reactants are: [N-]=[N+]=Nc1cc(F)cnc1N.